From a dataset of Catalyst prediction with 721,799 reactions and 888 catalyst types from USPTO. Predict which catalyst facilitates the given reaction. (1) Reactant: [C:1]([OH:9])(=O)[C:2]1[CH:7]=[CH:6][CH:5]=[N:4][CH:3]=1.C1N=CN(C(N2C=NC=C2)=O)C=1.[K].C(OCC)(=O)[CH2:24][C:25]([O:27][CH2:28][CH3:29])=[O:26].[Mg+2].[Cl-].[Cl-].C(O)(=O)C1C=CC=NC=1.C1N=CN(C(N2C=NC=C2)=O)C=1. Product: [CH2:28]([O:27][C:25](=[O:26])[CH2:24][C:1](=[O:9])[C:2]1[CH:3]=[N:4][CH:5]=[CH:6][CH:7]=1)[CH3:29]. The catalyst class is: 1. (2) Reactant: [Cl:1][C:2]1[N:7]=[CH:6][C:5]([C:8]2[S:9][C:10]([C:14]([O:16]CC)=O)=[C:11]([CH3:13])[N:12]=2)=[CH:4][CH:3]=1.[NH:19]1[CH2:24][CH2:23][O:22][CH2:21][CH2:20]1.C(N(CC)CC)C.Cl.CN(C)CCCN=C=NCC.ON1C2C=CC=CC=2N=N1. Product: [Cl:1][C:2]1[N:7]=[CH:6][C:5]([C:8]2[S:9][C:10]([C:14]([N:19]3[CH2:24][CH2:23][O:22][CH2:21][CH2:20]3)=[O:16])=[C:11]([CH3:13])[N:12]=2)=[CH:4][CH:3]=1. The catalyst class is: 4.